This data is from Catalyst prediction with 721,799 reactions and 888 catalyst types from USPTO. The task is: Predict which catalyst facilitates the given reaction. (1) Reactant: [CH3:1][C@@:2]([S:21]([CH3:24])(=[O:23])=[O:22])([CH2:8][CH2:9][N:10]1[CH:14]=[C:13]([C:15]2[CH:20]=[N:19][CH:18]=[CH:17][N:16]=2)[CH:12]=[N:11]1)[C:3]([O:5]CC)=O.[OH-].[Li+].Cl.CN1CCOCC1.[O:35]1[CH2:40][CH2:39][CH2:38][CH2:37][CH:36]1[O:41][NH2:42]. Product: [CH3:1][C@@:2]([S:21]([CH3:24])(=[O:22])=[O:23])([CH2:8][CH2:9][N:10]1[CH:14]=[C:13]([C:15]2[CH:20]=[N:19][CH:18]=[CH:17][N:16]=2)[CH:12]=[N:11]1)[C:3]([NH:42][O:41][CH:36]1[CH2:37][CH2:38][CH2:39][CH2:40][O:35]1)=[O:5]. The catalyst class is: 731. (2) Reactant: [Br:1][CH2:2][C:3]([NH:5][C:6]1[CH:11]=[C:10]([F:12])[CH:9]=[CH:8][C:7]=1[F:13])=[O:4].[N:14]12[CH2:21][CH2:20][CH:17]([CH2:18][CH2:19]1)[C@@H:16]([O:22][C:23]([C:25]1([C:32]3[CH:37]=[CH:36][CH:35]=[CH:34][CH:33]=3)[CH2:31][CH2:30][CH2:29][CH2:28][CH2:27][CH2:26]1)=[O:24])[CH2:15]2. Product: [Br-:1].[F:13][C:7]1[CH:8]=[CH:9][C:10]([F:12])=[CH:11][C:6]=1[NH:5][C:3]([CH2:2][N+:14]12[CH2:21][CH2:20][CH:17]([CH2:18][CH2:19]1)[C@@H:16]([O:22][C:23]([C:25]1([C:32]3[CH:33]=[CH:34][CH:35]=[CH:36][CH:37]=3)[CH2:31][CH2:30][CH2:29][CH2:28][CH2:27][CH2:26]1)=[O:24])[CH2:15]2)=[O:4]. The catalyst class is: 23. (3) Reactant: [CH3:1][O:2][C:3]1[CH:30]=[CH:29][C:6]([CH2:7][S:8][C:9]2[C:10](F)=[C:11]([F:27])[C:12]([NH:19][C:20]3[CH:25]=[CH:24][CH:23]=[CH:22][C:21]=3[F:26])=[C:13]([CH:18]=2)[C:14]([O:16][CH3:17])=[O:15])=[CH:5][CH:4]=1.[N-:31]=[N+:32]=[N-:33].[Na+].O. Product: [N:31]([C:10]1[C:9]([S:8][CH2:7][C:6]2[CH:29]=[CH:30][C:3]([O:2][CH3:1])=[CH:4][CH:5]=2)=[CH:18][C:13]([C:14]([O:16][CH3:17])=[O:15])=[C:12]([NH:19][C:20]2[CH:25]=[CH:24][CH:23]=[CH:22][C:21]=2[F:26])[C:11]=1[F:27])=[N+:32]=[N-:33]. The catalyst class is: 3. (4) Reactant: [F:1][C:2]1[CH:7]=[C:6]([I:8])[CH:5]=[CH:4][C:3]=1[NH:9][C:10]1[N:15]([CH3:16])[C:14](=[O:17])[C:13]2[CH:18]=[CH:19][O:20][C:12]=2[C:11]=1[C:21](O)=[O:22].Cl.[CH:25]1([CH2:28][O:29][NH2:30])[CH2:27][CH2:26]1.CCN=C=NCCCN(C)C.C1C=CC2N(O)N=NC=2C=1. Product: [CH:25]1([CH2:28][O:29][NH:30][C:21]([C:11]2[C:12]3[O:20][CH:19]=[CH:18][C:13]=3[C:14](=[O:17])[N:15]([CH3:16])[C:10]=2[NH:9][C:3]2[CH:4]=[CH:5][C:6]([I:8])=[CH:7][C:2]=2[F:1])=[O:22])[CH2:27][CH2:26]1. The catalyst class is: 3. (5) Reactant: [H-].[Na+].[Cl:3][C:4]1[CH:9]=[C:8](Cl)[CH:7]=[CH:6][N:5]=1.[CH3:11][C:12]1[N:17]=[C:16]([C:18]2[CH:19]=[N:20][N:21]([CH3:23])[CH:22]=2)[C:15]([OH:24])=[CH:14][CH:13]=1. Product: [Cl:3][C:4]1[CH:9]=[C:8]([O:24][C:15]2[C:16]([C:18]3[CH:19]=[N:20][N:21]([CH3:23])[CH:22]=3)=[N:17][C:12]([CH3:11])=[CH:13][CH:14]=2)[CH:7]=[CH:6][N:5]=1. The catalyst class is: 3. (6) Reactant: [F:1][C:2]1[CH:3]=[C:4]([C:14]2[NH:23][C:22](=[O:24])[C:21]3[C:16](=[CH:17][C:18]([O:27][CH3:28])=[C:19]([O:25]C)[CH:20]=3)[N:15]=2)[CH:5]=[CH:6][C:7]=1[C:8]1[CH:13]=[CH:12][CH:11]=[CH:10][CH:9]=1.N[C@H](C(O)=[O:36])CCSC. Product: [F:1][C:2]1[CH:3]=[C:4]([C:14]2[NH:23][C:22](=[O:24])[C:21]3[C:16](=[CH:17][C:18]([O:27][CH3:28])=[C:19]([OH:25])[CH:20]=3)[N:15]=2)[CH:5]=[CH:6][C:7]=1[C:8]1[CH:9]=[CH:10][CH:11]=[CH:12][CH:13]=1.[OH:36][C:14]1[NH:23][C:22](=[O:24])[C:21]2[C:16](=[CH:17][C:18]([O:27][CH3:28])=[CH:19][CH:20]=2)[N:15]=1. The catalyst class is: 501. (7) Reactant: Cl[C:2]1[C:7]([O:8][C:9]2[CH:14]=[CH:13][C:12]([F:15])=[CH:11][C:10]=2[F:16])=[CH:6][N:5]=[C:4]([S:17]([CH3:20])(=[O:19])=[O:18])[N:3]=1.Br[C:22]1[C:23]2[CH:32]=[C:31](F)[O:30][C:24]=2[C:25](=[O:29])[N:26]([CH3:28])[CH:27]=1.C([O-])(O)=O.[Na+]. Product: [F:16][C:10]1[CH:11]=[C:12]([F:15])[CH:13]=[CH:14][C:9]=1[O:8][C:7]1[C:2]([C:22]2[C:23]3[CH:32]=[CH:31][O:30][C:24]=3[C:25](=[O:29])[N:26]([CH3:28])[CH:27]=2)=[N:3][C:4]([S:17]([CH3:20])(=[O:19])=[O:18])=[N:5][CH:6]=1. The catalyst class is: 117. (8) Product: [C:9]([O:13][C:14](=[O:15])[NH:1][C:2]1[O:3][CH:4]([CH3:8])[C:5](=[O:7])[N:6]=1)([CH3:12])([CH3:11])[CH3:10]. Reactant: [NH2:1][C:2]1[O:3][CH:4]([CH3:8])[C:5](=[O:7])[N:6]=1.[C:9]([O:13][C:14](O[C:14]([O:13][C:9]([CH3:12])([CH3:11])[CH3:10])=[O:15])=[O:15])([CH3:12])([CH3:11])[CH3:10].C(N(CC)CC)C. The catalyst class is: 468. (9) Product: [ClH:35].[NH2:26][C:21]1[CH:22]=[CH:23][C:24]([F:25])=[C:19]([N:4]2[C:5]([CH3:18])=[CH:6][C:7]([O:8][CH2:9][C:10]3[CH:15]=[CH:14][C:13]([F:16])=[CH:12][C:11]=3[F:17])=[C:2]([Br:1])[C:3]2=[O:34])[CH:20]=1. Reactant: [Br:1][C:2]1[C:3](=[O:34])[N:4]([C:19]2[CH:20]=[C:21]([NH:26]C(=O)OC(C)(C)C)[CH:22]=[CH:23][C:24]=2[F:25])[C:5]([CH3:18])=[CH:6][C:7]=1[O:8][CH2:9][C:10]1[CH:15]=[CH:14][C:13]([F:16])=[CH:12][C:11]=1[F:17].[ClH:35]. The catalyst class is: 7.